This data is from Peptide-MHC class I binding affinity with 185,985 pairs from IEDB/IMGT. The task is: Regression. Given a peptide amino acid sequence and an MHC pseudo amino acid sequence, predict their binding affinity value. This is MHC class I binding data. (1) The peptide sequence is FPVTPQVPL. The MHC is HLA-B15:01 with pseudo-sequence HLA-B15:01. The binding affinity (normalized) is 0.0200. (2) The peptide sequence is KTELECFGHW. The MHC is Mamu-B17 with pseudo-sequence Mamu-B17. The binding affinity (normalized) is 0.587. (3) The peptide sequence is TMLVRQMTK. The MHC is HLA-A02:12 with pseudo-sequence HLA-A02:12. The binding affinity (normalized) is 0.0847. (4) The peptide sequence is QSDIAGAIH. The MHC is HLA-A30:01 with pseudo-sequence HLA-A30:01. The binding affinity (normalized) is 0.0847. (5) The peptide sequence is YTYPCIPEY. The MHC is HLA-A11:01 with pseudo-sequence HLA-A11:01. The binding affinity (normalized) is 0.355. (6) The peptide sequence is FSDESTGAR. The MHC is HLA-B08:01 with pseudo-sequence HLA-B08:01. The binding affinity (normalized) is 0.0847. (7) The peptide sequence is QLSLRMLSL. The MHC is HLA-B44:02 with pseudo-sequence HLA-B44:02. The binding affinity (normalized) is 0.0847.